From a dataset of Catalyst prediction with 721,799 reactions and 888 catalyst types from USPTO. Predict which catalyst facilitates the given reaction. (1) Reactant: [Cl:1][CH2:2][C:3]([C:5]1[S:9][C:8]2[CH:10]=[CH:11][CH:12]=[C:13]([F:14])[C:7]=2[CH:6]=1)=O.[NH:15]1[CH2:19][CH2:18][NH:17][C:16]1=[S:20].C(O)(=O)C. Product: [ClH:1].[F:14][C:13]1[C:7]2[CH:6]=[C:5]([C:3]3[N:17]4[CH2:18][CH2:19][N:15]=[C:16]4[S:20][CH:2]=3)[S:9][C:8]=2[CH:10]=[CH:11][CH:12]=1. The catalyst class is: 8. (2) Reactant: [C:1]([C:3]1[C:4]([N:10]=[CH:11][N:12](C)C)=[N:5][C:6]([CH3:9])=[CH:7][CH:8]=1)#[N:2].[CH3:15][O:16][C:17](=[O:40])[C:18]1[CH:23]=[CH:22][C:21]([S:24][C:25]2[CH:30]=[CH:29][C:28]([NH:31][C:32]([O:34][C:35]([CH3:38])([CH3:37])[CH3:36])=[O:33])=[CH:27][CH:26]=2)=[C:20](N)[CH:19]=1.CCOC(C)=O.C([O-])([O-])=O.[K+].[K+]. Product: [CH3:15][O:16][C:17](=[O:40])[C:18]1[CH:19]=[CH:20][C:21]([S:24][C:25]2[CH:30]=[CH:29][C:28]([NH:31][C:32]([O:34][C:35]([CH3:37])([CH3:36])[CH3:38])=[O:33])=[CH:27][CH:26]=2)=[C:22]([NH:2][C:1]2[C:3]3[CH:8]=[CH:7][C:6]([CH3:9])=[N:5][C:4]=3[N:10]=[CH:11][N:12]=2)[CH:23]=1. The catalyst class is: 313. (3) Reactant: [C:1]1([C:7]2[C:8]([O:10][C:11](=[O:13])[CH:12]=2)=[O:9])[CH:6]=[CH:5][CH:4]=[CH:3][CH:2]=1.[F-].[Cs+].[C:16]([Si](C)(C)C)([F:19])([F:18])[F:17]. Product: [F:17][C:16]([F:19])([F:18])[C:8](=[O:9])[C:7]([C:1]1[CH:6]=[CH:5][CH:4]=[CH:3][CH:2]=1)=[CH:12][C:11]([OH:10])=[O:13]. The catalyst class is: 753.